Predict the reaction yield, written as a fraction of the theoretical maximum amount of product (1.0 means a 100% yield; for example, 0.34 means a 34% yield). From a dataset of Reaction yield outcomes from USPTO patents with 853,638 reactions. (1) The reactants are [Cl:1][C:2]1[CH:3]=[CH:4][C:5]([O:11]C)=[C:6]([CH2:8][C:9]#[N:10])[CH:7]=1.[Na].Cl.Cl.[C:16]([NH:20][NH2:21])([CH3:19])([CH3:18])[CH3:17].[CH2:22](N(CC)CC)C.[F:29][C:30]([F:41])([F:40])[C:31](O[C:31](=[O:32])[C:30]([F:41])([F:40])[F:29])=[O:32].B(Br)(Br)Br. The catalyst is C(OCC)=O.C(O)C.ClCCl.O. The product is [C:16]([N:20]1[C:9]([NH:10][C:31](=[O:32])[C:30]([F:41])([F:40])[F:29])=[C:8]([C:6]2[CH:7]=[C:2]([Cl:1])[CH:3]=[CH:4][C:5]=2[OH:11])[CH:22]=[N:21]1)([CH3:19])([CH3:18])[CH3:17]. The yield is 0.660. (2) The reactants are C([N:8](CC1C=CC=CC=1)[C@H:9]1[CH2:14][CH2:13][C@@H:12]([CH2:15][O:16][CH2:17][CH2:18][CH:19]2[CH2:24][CH2:23][CH2:22][CH2:21][NH:20]2)[CH2:11][CH2:10]1)C1C=CC=CC=1. The catalyst is C(O)C.[OH-].[Pd+2].[OH-]. The product is [NH:20]1[CH2:21][CH2:22][CH2:23][CH2:24][CH:19]1[CH2:18][CH2:17][O:16][CH2:15][C@@H:12]1[CH2:11][CH2:10][C@H:9]([NH2:8])[CH2:14][CH2:13]1. The yield is 1.00. (3) The reactants are [CH3:1][C:2]1[CH:3]=[C:4]([O:10][CH3:11])[C:5](=[O:9])[NH:6][C:7]=1[CH3:8].[OH-].[K+].I[CH2:15][CH2:16][CH2:17][CH3:18]. The catalyst is C(O)CCC. The product is [CH2:15]([N:6]1[C:7]([CH3:8])=[C:2]([CH3:1])[CH:3]=[C:4]([O:10][CH3:11])[C:5]1=[O:9])[CH2:16][CH2:17][CH3:18]. The yield is 0.296.